The task is: Predict the reactants needed to synthesize the given product.. This data is from Full USPTO retrosynthesis dataset with 1.9M reactions from patents (1976-2016). (1) Given the product [C:33]([O:32][C:30]([N:37]([CH3:43])[CH:38]([CH3:39])[C:40]([NH:1][CH:2]([CH:26]([O:28][CH3:29])[CH3:27])[C:3]([N:5]1[CH2:9][CH2:8][CH:7]([O:10][C:11](=[O:13])[CH3:12])[CH:6]1[CH2:14][C:15]1[C:23]2[C:18](=[CH:19][C:20]([F:24])=[CH:21][CH:22]=2)[NH:17][C:16]=1[Cl:25])=[O:4])=[O:41])=[O:31])([CH3:36])([CH3:35])[CH3:34], predict the reactants needed to synthesize it. The reactants are: [NH2:1][CH:2]([CH:26]([O:28][CH3:29])[CH3:27])[C:3]([N:5]1[CH2:9][CH2:8][CH:7]([O:10][C:11](=[O:13])[CH3:12])[CH:6]1[CH2:14][C:15]1[C:23]2[C:18](=[CH:19][C:20]([F:24])=[CH:21][CH:22]=2)[NH:17][C:16]=1[Cl:25])=[O:4].[C:30]([N:37]([CH3:43])[C@H:38]([C:40](O)=[O:41])[CH3:39])([O:32][C:33]([CH3:36])([CH3:35])[CH3:34])=[O:31].CN(C(ON1N=NC2C=CC=NC1=2)=[N+](C)C)C.F[P-](F)(F)(F)(F)F.CCN(C(C)C)C(C)C. (2) The reactants are: [Cl:1][C:2]1[C:7]([C:8]#[N:9])=[CH:6][C:5]([C:10]2[C:19]3[C:14](=[CH:15][C:16]([S:20](OC4C(F)=C(F)C(F)=C(F)C=4F)(=[O:22])=[O:21])=[CH:17][CH:18]=3)[CH:13]=[CH:12][N:11]=2)=[C:4]([O:35][CH3:36])[CH:3]=1.[NH2:37][C:38]1[N:43]=[CH:42][C:41]([F:44])=[CH:40][N:39]=1.C1COCC1.C[Si]([N-][Si](C)(C)C)(C)C.[Li+]. Given the product [Cl:1][C:2]1[C:7]([C:8]#[N:9])=[CH:6][C:5]([C:10]2[C:19]3[C:14](=[CH:15][C:16]([S:20]([NH:37][C:38]4[N:43]=[CH:42][C:41]([F:44])=[CH:40][N:39]=4)(=[O:22])=[O:21])=[CH:17][CH:18]=3)[CH:13]=[CH:12][N:11]=2)=[C:4]([O:35][CH3:36])[CH:3]=1, predict the reactants needed to synthesize it. (3) Given the product [OH:17][C@@H:3]([CH2:2][C:1]([OH:8])=[O:7])[C:4]([OH:6])=[O:5].[N:19]12[CH2:18][CH2:4][CH:3]([CH2:21][CH2:20]1)[C@H:2]([N:19]([C:20]([C:23]1[N:24]=[C:25]([C:28]3[CH:29]=[CH:30][C:31]([F:34])=[CH:32][CH:33]=3)[S:26][CH:27]=1)([CH3:21])[CH3:22])[C:18](=[O:35])[OH:17])[CH2:1]2, predict the reactants needed to synthesize it. The reactants are: [C:1]([OH:8])(=[O:7])[CH2:2][CH2:3][C:4]([OH:6])=[O:5].N12CCC(CC1)[C@H]([O:17][C:18](=[O:35])[NH:19][C:20]([C:23]1[N:24]=[C:25]([C:28]3[CH:33]=[CH:32][C:31]([F:34])=[CH:30][CH:29]=3)[S:26][CH:27]=1)([CH3:22])[CH3:21])C2.